From a dataset of Forward reaction prediction with 1.9M reactions from USPTO patents (1976-2016). Predict the product of the given reaction. (1) Given the reactants Br[C:2]1[CH:3]=[C:4]2[C:8](=[C:9]([C:11]([NH2:13])=[O:12])[CH:10]=1)[NH:7][CH:6]=[C:5]2[CH:14]1[CH2:19][CH2:18][S:17](=[O:21])(=[O:20])[CH:16]([C:22]2[CH:27]=[CH:26][CH:25]=[CH:24][CH:23]=2)[CH2:15]1.O1[CH2:33][CH2:32]OCC1.O.[NH4+], predict the reaction product. The product is: [O:20]=[S:17]1(=[O:21])[CH2:18][CH2:19][CH:14]([C:5]2[C:4]3[C:8](=[C:9]([C:11]([NH2:13])=[O:12])[CH:10]=[C:2]([C:33]4[CH:32]=[CH:9][CH:10]=[CH:2][CH:3]=4)[CH:3]=3)[NH:7][CH:6]=2)[CH2:15][CH:16]1[C:22]1[CH:23]=[CH:24][CH:25]=[CH:26][CH:27]=1. (2) Given the reactants [H-].[Na+].[C:3]([O:7][C:8]1[CH:13]=[CH:12][CH:11]=[CH:10][C:9]=1[NH:14][N:15]=[C:16]([C:20](=[O:22])[CH3:21])[C:17](=[O:19])[CH3:18])([CH3:6])([CH3:5])[CH3:4].[CH2:23]([O:30][CH2:31][C:32](Cl)=[O:33])[C:24]1[CH:29]=[CH:28][CH:27]=[CH:26][CH:25]=1.O, predict the reaction product. The product is: [CH2:23]([O:30][CH2:31][C:32](=[O:33])[CH2:21][C:20](=[O:22])[C:16](=[N:15][NH:14][C:9]1[CH:10]=[CH:11][CH:12]=[CH:13][C:8]=1[O:7][C:3]([CH3:6])([CH3:4])[CH3:5])[C:17](=[O:19])[CH3:18])[C:24]1[CH:29]=[CH:28][CH:27]=[CH:26][CH:25]=1. (3) Given the reactants Br[C:2]1[C:3]([NH:9][CH2:10][C:11]([O:13][CH2:14][CH3:15])=[O:12])=[N:4][CH:5]=[C:6]([Br:8])[N:7]=1.[CH3:16][O:17][C@H:18]1[CH2:23][CH2:22][C@H:21]([NH2:24])[CH2:20][CH2:19]1.C(N(CC)C(C)C)(C)C.CS(C)=O, predict the reaction product. The product is: [Br:8][C:6]1[N:7]=[C:2]([NH:24][C@H:21]2[CH2:22][CH2:23][C@H:18]([O:17][CH3:16])[CH2:19][CH2:20]2)[C:3]([NH:9][CH2:10][C:11]([O:13][CH2:14][CH3:15])=[O:12])=[N:4][CH:5]=1. (4) Given the reactants [NH2:1][C:2]1[C:7]([C:8]([O:10]CC)=O)=[CH:6][N:5]=[C:4]([S:13][CH3:14])[N:3]=1.[H-].[Na+].[Cl:17][C:18]1[CH:23]=[CH:22][CH:21]=[C:20]([Cl:24])[C:19]=1[N:25]=[C:26]=[O:27].Cl, predict the reaction product. The product is: [Cl:17][C:18]1[CH:23]=[CH:22][CH:21]=[C:20]([Cl:24])[C:19]=1[N:25]1[C:8](=[O:10])[C:7]2[C:2](=[N:3][C:4]([S:13][CH3:14])=[N:5][CH:6]=2)[NH:1][C:26]1=[O:27]. (5) Given the reactants [C:1]([C:3]1[CH:4]=[CH:5][C:6]([S:25]([C:27]2[CH:32]=[C:31]([Cl:33])[CH:30]=[C:29]([Cl:34])[CH:28]=2)=[O:26])=[C:7]([S:9]([N:12]2[CH2:17][CH2:16][N:15](C(OC(C)(C)C)=O)[CH2:14][CH2:13]2)(=[O:11])=[O:10])[CH:8]=1)#[N:2].Cl, predict the reaction product. The product is: [ClH:33].[Cl:34][C:29]1[CH:28]=[C:27]([S:25]([C:6]2[CH:5]=[CH:4][C:3]([C:1]#[N:2])=[CH:8][C:7]=2[S:9]([N:12]2[CH2:13][CH2:14][NH:15][CH2:16][CH2:17]2)(=[O:10])=[O:11])=[O:26])[CH:32]=[C:31]([Cl:33])[CH:30]=1. (6) Given the reactants Br[C:2]1[C:7]([O:8][CH2:9][C@@H:10]([NH:15][C:16](=[O:22])[O:17][C:18]([CH3:21])([CH3:20])[CH3:19])[CH2:11][CH:12]([CH3:14])[CH3:13])=[CH:6][C:5]2[O:23][CH:24]([CH3:31])[C:25]3[C:30]([C:4]=2[CH:3]=1)=[CH:29][CH:28]=[N:27][CH:26]=3.[NH:32]1CCC[C@H:33]1C(O)=O.[Cu]C#N, predict the reaction product. The product is: [C:33]([C:2]1[C:7]([O:8][CH2:9][C@@H:10]([NH:15][C:16](=[O:22])[O:17][C:18]([CH3:20])([CH3:19])[CH3:21])[CH2:11][CH:12]([CH3:13])[CH3:14])=[CH:6][C:5]2[O:23][CH:24]([CH3:31])[C:25]3[C:30]([C:4]=2[CH:3]=1)=[CH:29][CH:28]=[N:27][CH:26]=3)#[N:32]. (7) Given the reactants Cl[C:2]1[N:7]=[CH:6][C:5]([N+:8]([O-:10])=[O:9])=[CH:4][N:3]=1.Cl.[NH:12]1[CH2:15][CH:14]([OH:16])[CH2:13]1.CCN(C(C)C)C(C)C.CS(C)=O, predict the reaction product. The product is: [N+:8]([C:5]1[CH:4]=[N:3][C:2]([N:12]2[CH2:15][CH:14]([OH:16])[CH2:13]2)=[N:7][CH:6]=1)([O-:10])=[O:9]. (8) The product is: [Br:1][C:2]1[N:7]=[CH:6][C:5]([C@@H:8]([NH:11][S:12]([C:14]([CH3:16])([CH3:15])[CH3:17])=[O:13])[CH2:9][CH2:10][CH3:20])=[CH:4][CH:3]=1. Given the reactants [Br:1][C:2]1[N:7]=[CH:6][C:5]([C@@H:8]([NH:11][S:12]([C:14]([CH3:17])([CH3:16])[CH3:15])=[O:13])[CH2:9][CH3:10])=[CH:4][CH:3]=1.Cl.O1CCOC[CH2:20]1, predict the reaction product. (9) Given the reactants CC1(C)[O:6][CH:5]([CH2:7][CH2:8][O:9][C:10]2[CH:17]=[C:16]([F:18])[CH:15]=[C:14]([NH:19][C:20]3[CH:25]=[CH:24][C:23]([I:26])=[CH:22][C:21]=3[F:27])[C:11]=2[C:12]#[N:13])[CH2:4][O:3]1.Cl, predict the reaction product. The product is: [OH:6][CH:5]([CH2:4][OH:3])[CH2:7][CH2:8][O:9][C:10]1[CH:17]=[C:16]([F:18])[CH:15]=[C:14]([NH:19][C:20]2[CH:25]=[CH:24][C:23]([I:26])=[CH:22][C:21]=2[F:27])[C:11]=1[C:12]#[N:13].